From a dataset of Forward reaction prediction with 1.9M reactions from USPTO patents (1976-2016). Predict the product of the given reaction. (1) Given the reactants [NH2:1][C:2]1[N:7]([CH2:8][C:9]2[CH:14]=[CH:13][CH:12]=[CH:11][CH:10]=2)[C:6](=[O:15])[N:5]([CH2:16][C:17]2[CH:22]=[CH:21][CH:20]=[CH:19][CH:18]=2)[C:4](=[O:23])[CH:3]=1.CO[CH:26](OC)[N:27]([CH3:29])[CH3:28], predict the reaction product. The product is: [CH2:16]([N:5]1[C:4](=[O:23])[CH:3]=[C:2]([N:1]=[CH:26][N:27]([CH3:29])[CH3:28])[N:7]([CH2:8][C:9]2[CH:14]=[CH:13][CH:12]=[CH:11][CH:10]=2)[C:6]1=[O:15])[C:17]1[CH:22]=[CH:21][CH:20]=[CH:19][CH:18]=1. (2) The product is: [CH2:12]([O:8][C:5]1[CH:6]=[CH:7][C:2]([NH2:1])=[C:3]([N+:9]([O-:11])=[O:10])[CH:4]=1)[CH3:13]. Given the reactants [NH2:1][C:2]1[CH:7]=[CH:6][C:5]([OH:8])=[CH:4][C:3]=1[N+:9]([O-:11])=[O:10].[CH2:12](I)[CH3:13].O[Li].O, predict the reaction product. (3) The product is: [Cl:60][C:55]1[CH:56]=[CH:57][CH:58]=[CH:59][C:54]=1[CH2:53][N:40]1[C:39](=[O:61])[C:38]([CH2:35][OH:36])=[CH:43][C:42]([C:44]2[CH:45]=[CH:46][C:47]3[O:51][CH2:50][CH2:49][C:48]=3[CH:52]=2)=[N:41]1. Given the reactants ClC1C=CC(CCCN2C(=O)C(CN3CCN(C)CC3)=CC(C3C=CC4OCCC=4C=3)=N2)=CC=1.[C:35]([C:38]1[C:39](=[O:61])[N:40]([CH2:53][C:54]2[CH:59]=[CH:58][CH:57]=[CH:56][C:55]=2[Cl:60])[N:41]=[C:42]([C:44]2[CH:45]=[CH:46][C:47]3[O:51][CH2:50][CH2:49][C:48]=3[CH:52]=2)[CH:43]=1)(O)=[O:36], predict the reaction product. (4) Given the reactants [CH:1]([C:4]1[CH:12]=[CH:11][C:10]2[NH:9][C:8]3[CH2:13][CH2:14][N:15]([CH3:17])[CH2:16][C:7]=3[C:6]=2[CH:5]=1)([CH3:3])[CH3:2].N1CCC[C@H]1C(O)=O.P([O-])([O-])([O-])=O.[K+].[K+].[K+].Br[CH:35]=[C:36]([C:38]1[CH:43]=[CH:42][N:41]=[CH:40][CH:39]=1)[CH3:37], predict the reaction product. The product is: [CH:1]([C:4]1[CH:12]=[CH:11][C:10]2[N:9](/[CH:35]=[C:36](/[C:38]3[CH:43]=[CH:42][N:41]=[CH:40][CH:39]=3)\[CH3:37])[C:8]3[CH2:13][CH2:14][N:15]([CH3:17])[CH2:16][C:7]=3[C:6]=2[CH:5]=1)([CH3:3])[CH3:2]. (5) Given the reactants [NH2:1][C:2]1[CH:7]=[C:6]([N:8]2[CH2:13][CH2:12][N:11]([CH2:14][CH3:15])[CH2:10][CH2:9]2)[CH:5]=[CH:4][C:3]=1[NH:16][C:17]1[N:22]=[CH:21][N:20]=[C:19]([N:23]([CH3:39])[C:24]([NH:26][C:27]2[C:32]([Cl:33])=[C:31]([O:34][CH3:35])[CH:30]=[C:29]([O:36][CH3:37])[C:28]=2[Cl:38])=[O:25])[CH:18]=1.C(N(CC)CC)C.[Cl:47]/[CH:48]=[CH:49]\[C:50](O)=[O:51].C(Cl)Cl.C(P1(=O)OP(=O)(CCC)OP(=O)(CCC)O1)CC, predict the reaction product. The product is: [Cl:47]/[CH:48]=[CH:49]\[C:50]([NH:1][C:2]1[CH:7]=[C:6]([N:8]2[CH2:9][CH2:10][N:11]([CH2:14][CH3:15])[CH2:12][CH2:13]2)[CH:5]=[CH:4][C:3]=1[NH:16][C:17]1[CH:18]=[C:19]([N:23]([CH3:39])[C:24]([NH:26][C:27]2[C:32]([Cl:33])=[C:31]([O:34][CH3:35])[CH:30]=[C:29]([O:36][CH3:37])[C:28]=2[Cl:38])=[O:25])[N:20]=[CH:21][N:22]=1)=[O:51]. (6) Given the reactants [NH3:1].[Cl:2][C:3]1[CH:4]=[CH:5][C:6]([O:19][C@H:20]([C:22]2[N:26]([CH3:27])[C:25]([C:28]3[CH:33]=[CH:32][CH:31]=[CH:30][C:29]=3[C:34]([F:37])([F:36])[F:35])=[N:24][N:23]=2)[CH3:21])=[C:7]([C:9]2[O:13][C:12]([C:14]([O:16]CC)=O)=[N:11][N:10]=2)[CH:8]=1.O, predict the reaction product. The product is: [Cl:2][C:3]1[CH:4]=[CH:5][C:6]([O:19][C@H:20]([C:22]2[N:26]([CH3:27])[C:25]([C:28]3[CH:33]=[CH:32][CH:31]=[CH:30][C:29]=3[C:34]([F:36])([F:35])[F:37])=[N:24][N:23]=2)[CH3:21])=[C:7]([C:9]2[O:13][C:12]([C:14]([NH2:1])=[O:16])=[N:11][N:10]=2)[CH:8]=1. (7) Given the reactants [Cl:1][C:2]1[C:3](=[O:29])[N:4]([C:18]2[CH:23]=[C:22]([C:24](=O)[C:25]#[CH:26])[CH:21]=[CH:20][C:19]=2[CH3:28])[C:5]([CH3:17])=[N:6][C:7]=1[O:8][CH2:9][C:10]1[CH:15]=[CH:14][C:13]([F:16])=[CH:12][CH:11]=1.Cl.[OH:31][C:32]([CH3:37])([CH3:36])[C:33]([NH2:35])=[NH:34].C(=O)([O-])[O-].[K+].[K+], predict the reaction product. The product is: [Cl:1][C:2]1[C:3](=[O:29])[N:4]([C:18]2[CH:23]=[C:22]([C:24]3[CH:25]=[CH:26][N:35]=[C:33]([C:32]([OH:31])([CH3:37])[CH3:36])[N:34]=3)[CH:21]=[CH:20][C:19]=2[CH3:28])[C:5]([CH3:17])=[N:6][C:7]=1[O:8][CH2:9][C:10]1[CH:15]=[CH:14][C:13]([F:16])=[CH:12][CH:11]=1.